From a dataset of Forward reaction prediction with 1.9M reactions from USPTO patents (1976-2016). Predict the product of the given reaction. (1) Given the reactants Br[C:2]1[N:3]=[CH:4][N:5](C(C2C=CC=CC=2)(C2C=CC=CC=2)C2C=CC=CC=2)[CH:6]=1.C([Mg]Br)C.Br[C:31]1[CH:32]=[N:33][C:34]2[C:39]([CH:40]=1)=[CH:38][C:37]([CH2:41][C:42]1[N:46]3[N:47]=[C:48]([CH3:51])[CH:49]=[CH:50][C:45]3=[N:44][N:43]=1)=[CH:36][CH:35]=2, predict the reaction product. The product is: [NH:3]1[CH:2]=[C:6]([C:31]2[CH:32]=[N:33][C:34]3[C:39]([CH:40]=2)=[CH:38][C:37]([CH2:41][C:42]2[N:46]4[N:47]=[C:48]([CH3:51])[CH:49]=[CH:50][C:45]4=[N:44][N:43]=2)=[CH:36][CH:35]=3)[N:5]=[CH:4]1. (2) Given the reactants [Br:1][C:2]1[C:11]([F:12])=[C:10]2[C:5]([C:6]([N:16]3[CH2:21][CH2:20][N:19]([C:22]([O:24][C:25]([CH3:28])([CH3:27])[CH3:26])=[O:23])[CH2:18][CH2:17]3)=[N:7][C:8]([C:13]([OH:15])=O)=[N:9]2)=[CH:4][C:3]=1[Cl:29].[NH4+].[Cl-].F[P-](F)(F)(F)(F)F.[N:39]1(O[P+](N(C)C)(N(C)C)N(C)C)C2C=CC=CC=2N=N1.CCN(C(C)C)C(C)C, predict the reaction product. The product is: [Br:1][C:2]1[C:11]([F:12])=[C:10]2[C:5]([C:6]([N:16]3[CH2:21][CH2:20][N:19]([C:22]([O:24][C:25]([CH3:28])([CH3:27])[CH3:26])=[O:23])[CH2:18][CH2:17]3)=[N:7][C:8]([C:13](=[O:15])[NH2:39])=[N:9]2)=[CH:4][C:3]=1[Cl:29]. (3) Given the reactants C([O:3][C:4](=[O:33])[CH2:5][O:6][C:7]1[CH:12]=[CH:11][C:10]([C:13]([CH2:31][CH3:32])=[C:14]([C:23]2[CH:28]=[CH:27][C:26]([O:29][CH3:30])=[CH:25][CH:24]=2)[C:15]2[CH:20]=[CH:19][C:18]([O:21][CH3:22])=[CH:17][CH:16]=2)=[CH:9][CH:8]=1)C.[OH-].[Na+].C1COCC1, predict the reaction product. The product is: [CH2:31]([C:13]([C:10]1[CH:9]=[CH:8][C:7]([O:6][CH2:5][C:4]([OH:33])=[O:3])=[CH:12][CH:11]=1)=[C:14]([C:23]1[CH:28]=[CH:27][C:26]([O:29][CH3:30])=[CH:25][CH:24]=1)[C:15]1[CH:20]=[CH:19][C:18]([O:21][CH3:22])=[CH:17][CH:16]=1)[CH3:32]. (4) Given the reactants [N:1]1([CH2:5][CH2:6][N:7]2[CH:11]=[C:10]([C:12]3[CH:17]=[CH:16][N:15]=[C:14]([CH:18]([CH3:20])[CH3:19])[CH:13]=3)[N:9]=[C:8]2[CH:21]2[CH2:26][CH2:25][NH:24][CH2:23][CH2:22]2)[CH2:4][CH2:3][CH2:2]1.Cl[C:28]1[N:33]=[CH:32][N:31]=[C:30]([NH2:34])[C:29]=1[CH:35]([CH3:37])[CH3:36], predict the reaction product. The product is: [N:1]1([CH2:5][CH2:6][N:7]2[CH:11]=[C:10]([C:12]3[CH:17]=[CH:16][N:15]=[C:14]([CH:18]([CH3:20])[CH3:19])[CH:13]=3)[N:9]=[C:8]2[CH:21]2[CH2:22][CH2:23][N:24]([C:28]3[N:33]=[CH:32][N:31]=[C:30]([NH2:34])[C:29]=3[CH:35]([CH3:37])[CH3:36])[CH2:25][CH2:26]2)[CH2:4][CH2:3][CH2:2]1.